Dataset: Full USPTO retrosynthesis dataset with 1.9M reactions from patents (1976-2016). Task: Predict the reactants needed to synthesize the given product. (1) Given the product [Cl:1][C:2]1[CH:7]=[CH:6][CH:5]=[C:4]([N:8]2[CH2:13][CH2:12][O:11][CH2:10][CH2:9]2)[C:3]=1[CH2:14][N:15]1[CH2:20][CH2:19][N:18]([C:21]([O:22][N:23]2[C:27](=[O:28])[CH2:26][CH2:25][C:24]2=[O:29])=[O:30])[CH2:17][CH2:16]1, predict the reactants needed to synthesize it. The reactants are: [Cl:1][C:2]1[C:3]([CH2:14][N:15]2[CH2:20][CH2:19][NH:18][CH2:17][CH2:16]2)=[C:4]([N:8]2[CH2:13][CH2:12][O:11][CH2:10][CH2:9]2)[CH:5]=[CH:6][CH:7]=1.[C:21](=O)([O:30]N1C(=O)CCC1=O)[O:22][N:23]1[C:27](=[O:28])[CH2:26][CH2:25][C:24]1=[O:29].ClCCl.C(N(CC)C(C)C)(C)C. (2) Given the product [CH:1]1([C:4]2[N:8]=[C:7]([C:9]3[C:10]4[CH2:29][CH2:28][CH2:27][CH2:26][CH2:25][C:11]=4[S:12][C:13]=3[NH:14][C:41]([C:31]3[CH:30]4[CH2:37][CH2:36][CH:33]([CH2:34][CH2:35]4)[C:32]=3[C:38]([OH:40])=[O:39])=[O:42])[O:6][N:5]=2)[CH2:3][CH2:2]1, predict the reactants needed to synthesize it. The reactants are: [CH:1]1([C:4]2[N:8]=[C:7]([C:9]3[C:10]4[CH2:29][CH2:28][CH2:27][CH2:26][CH2:25][C:11]=4[S:12][C:13]=3[NH:14]C(C3CCCC=3C(O)=O)=O)[O:6][N:5]=2)[CH2:3][CH2:2]1.[CH:30]12[CH2:37][CH2:36][CH:33]([CH2:34][CH2:35]1)[C:32]1[C:38]([O:40][C:41](=[O:42])[C:31]2=1)=[O:39]. (3) Given the product [CH3:1][C:2]1([CH3:25])[CH2:8][C:7]([CH2:13][C:14]#[CH:15])([C:9]([F:10])([F:11])[F:12])[O:6][CH:5]([OH:16])[C:4]2[CH:21]=[CH:22][CH:23]=[CH:24][C:3]1=2, predict the reactants needed to synthesize it. The reactants are: [CH3:1][C:2]1([CH3:25])[CH2:8][C:7]([CH2:13][C:14]#[CH:15])([C:9]([F:12])([F:11])[F:10])[O:6][CH:5]([O:16]CCCO)[C:4]2[CH:21]=[CH:22][CH:23]=[CH:24][C:3]1=2.Cl. (4) The reactants are: [OH:1][CH2:2][C:3]1[N:4]=[C:5]2[C:10]([N:11]3[CH2:16][CH2:15][O:14][CH2:13][CH2:12]3)=[CH:9][CH:8]=[N:7][N:6]2[C:17]=1[C:18]1[CH:19]=[CH:20][C:21]([N:24]2[CH2:29][CH2:28][N:27]([C:30]([O:32][C:33]([CH3:36])([CH3:35])[CH3:34])=[O:31])[CH2:26][CH2:25]2)=[N:22][CH:23]=1.CC(OI1(OC(C)=O)(OC(C)=O)OC(=O)C2C=CC=CC1=2)=O. Given the product [CH:2]([C:3]1[N:4]=[C:5]2[C:10]([N:11]3[CH2:16][CH2:15][O:14][CH2:13][CH2:12]3)=[CH:9][CH:8]=[N:7][N:6]2[C:17]=1[C:18]1[CH:19]=[CH:20][C:21]([N:24]2[CH2:25][CH2:26][N:27]([C:30]([O:32][C:33]([CH3:36])([CH3:35])[CH3:34])=[O:31])[CH2:28][CH2:29]2)=[N:22][CH:23]=1)=[O:1], predict the reactants needed to synthesize it. (5) Given the product [Cl:1][C:2]1[CH:7]=[N:6][CH:5]=[C:4]2[S:8][C:9]([C:11]([NH:26][NH:27][C:28]([NH2:30])=[S:29])=[O:13])=[CH:10][C:3]=12, predict the reactants needed to synthesize it. The reactants are: [Cl:1][C:2]1[CH:7]=[N:6][CH:5]=[C:4]2[S:8][C:9]([C:11]([OH:13])=O)=[CH:10][C:3]=12.C1N=CN(C(N2C=NC=C2)=O)C=1.[NH2:26][NH:27][C:28]([NH2:30])=[S:29]. (6) Given the product [CH2:13]([O:12][CH:4]([O:3][CH2:1][CH3:2])[CH2:5][CH:6]([O:11][CH3:17])[CH2:7][CH2:8][CH:9]=[CH2:10])[CH3:14], predict the reactants needed to synthesize it. The reactants are: [CH2:1]([O:3][CH:4]([O:12][CH2:13][CH3:14])[CH2:5][CH:6]([OH:11])[CH2:7][CH2:8][CH:9]=[CH2:10])[CH3:2].[H-].[Na+].[CH3:17]I.[Cl-].[NH4+]. (7) Given the product [CH3:14][N:4]([CH2:3][CH:2]=[O:1])[C:5](=[O:13])[CH2:6][CH2:7][C:8]([O:10][CH2:11][CH3:12])=[O:9], predict the reactants needed to synthesize it. The reactants are: [OH:1][CH2:2][CH2:3][N:4]([CH3:14])[C:5](=[O:13])[CH2:6][CH2:7][C:8]([O:10][CH2:11][CH3:12])=[O:9].CC(OI1(OC(C)=O)(OC(C)=O)OC(=O)C2C=CC=CC1=2)=O.C(=O)([O-])O.[Na+].S([O-])([O-])(=O)=S.[Na+].[Na+].